From a dataset of CYP2D6 inhibition data for predicting drug metabolism from PubChem BioAssay. Regression/Classification. Given a drug SMILES string, predict its absorption, distribution, metabolism, or excretion properties. Task type varies by dataset: regression for continuous measurements (e.g., permeability, clearance, half-life) or binary classification for categorical outcomes (e.g., BBB penetration, CYP inhibition). Dataset: cyp2d6_veith. (1) The compound is C[N+]1(C)[C@H]2CC(OC(=O)[C@@H](CO)c3ccccc3)C[C@@H]1[C@@H]1O[C@@H]12.O=[N+]([O-])[O-]. The result is 0 (non-inhibitor). (2) The compound is Cc1cc(C)cc(-n2c(O)c(C=NC3CCS(=O)(=O)C3)c3ccccc3c2=O)c1. The result is 0 (non-inhibitor). (3) The compound is COc1ccc(C2SCC(=O)Nc3c2c(C)nn3-c2ccccc2)cc1OC. The result is 0 (non-inhibitor).